This data is from Forward reaction prediction with 1.9M reactions from USPTO patents (1976-2016). The task is: Predict the product of the given reaction. (1) The product is: [OH:43][C@@H:44]([CH:48]([CH3:50])[CH3:49])[C:45]([NH:1][C@@H:2]1[C:16](=[O:17])[N:15]2[CH2:18][C@H:19]([O:21][C:22]3[C:23]4[S:36][CH:35]=[CH:34][C:24]=4[N:25]=[C:26]([C:28]4[N:32]([CH3:33])[N:31]=[CH:30][CH:29]=4)[N:27]=3)[CH2:20][C@H:14]2[C:13](=[O:37])[NH:12][C@:11]2([C:39]([O:41][CH3:42])=[O:40])[CH2:38][C@H:10]2[CH:9]=[CH:8][CH2:7][CH2:6][CH2:5][CH2:4][CH2:3]1)=[O:46]. Given the reactants [NH2:1][C@@H:2]1[C:16](=[O:17])[N:15]2[CH2:18][C@H:19]([O:21][C:22]3[C:23]4[S:36][CH:35]=[CH:34][C:24]=4[N:25]=[C:26]([C:28]4[N:32]([CH3:33])[N:31]=[CH:30][CH:29]=4)[N:27]=3)[CH2:20][C@H:14]2[C:13](=[O:37])[NH:12][C@:11]2([C:39]([O:41][CH3:42])=[O:40])[CH2:38][C@H:10]2[CH:9]=[CH:8][CH2:7][CH2:6][CH2:5][CH2:4][CH2:3]1.[OH:43][C@@H:44]([CH:48]([CH3:50])[CH3:49])[C:45](O)=[O:46], predict the reaction product. (2) Given the reactants I[CH2:2][CH2:3][S:4][C:5]1[CH:10]=[CH:9][C:8]([N+:11]([O-:13])=[O:12])=[CH:7][C:6]=1[NH:14][CH:15]1[CH2:20][CH2:19][N:18]([C:21]([O:23][C:24]([CH3:27])([CH3:26])[CH3:25])=[O:22])[CH2:17][CH2:16]1.C(=O)([O-])[O-].[K+].[K+], predict the reaction product. The product is: [N+:11]([C:8]1[CH:9]=[CH:10][C:5]2[S:4][CH2:3][CH2:2][N:14]([CH:15]3[CH2:20][CH2:19][N:18]([C:21]([O:23][C:24]([CH3:27])([CH3:26])[CH3:25])=[O:22])[CH2:17][CH2:16]3)[C:6]=2[CH:7]=1)([O-:13])=[O:12]. (3) Given the reactants [NH3:1].[CH2:2]([C:4]1([CH2:14][CH3:15])[C:8]2[CH:9]=[CH:10][CH:11]=[CH:12][C:7]=2[O:6][C:5]1=[O:13])[CH3:3], predict the reaction product. The product is: [CH2:2]([C:4]([CH2:14][CH3:15])([C:8]1[CH:9]=[CH:10][CH:11]=[CH:12][C:7]=1[OH:6])[C:5]([NH2:1])=[O:13])[CH3:3]. (4) The product is: [Cl:1][C:2]1[CH:24]=[CH:23][C:5]([CH2:6][N:7]([CH2:19][CH:20]([CH3:22])[CH3:21])[S:8]([C:11]2[CH:16]=[CH:15][C:14]([OH:17])=[CH:13][CH:12]=2)(=[O:9])=[O:10])=[CH:4][CH:3]=1. Given the reactants [Cl:1][C:2]1[CH:24]=[CH:23][C:5]([CH2:6][N:7]([CH2:19][CH:20]([CH3:22])[CH3:21])[S:8]([C:11]2[CH:16]=[CH:15][C:14]([O:17]C)=[CH:13][CH:12]=2)(=[O:10])=[O:9])=[CH:4][CH:3]=1.B(Cl)(Cl)Cl.O.C([O-])(O)=O.[Na+], predict the reaction product. (5) Given the reactants Cl[C:2]1[N:7]=[C:6]([NH:8][C@H:9]([CH3:13])[C:10]([NH2:12])=[O:11])[CH:5]=[N:4][C:3]=1[C:14]#[N:15].[NH2:16][C:17]1[CH:18]=[C:19]2[C:24](=[CH:25][CH:26]=1)[N:23]=[CH:22][CH:21]=[CH:20]2.C([O-])([O-])=O.[K+].[K+].C1C=CC(P(C2C(C3C(P(C4C=CC=CC=4)C4C=CC=CC=4)=CC=C4C=3C=CC=C4)=C3C(C=CC=C3)=CC=2)C2C=CC=CC=2)=CC=1, predict the reaction product. The product is: [C:14]([C:3]1[N:4]=[CH:5][C:6]([NH:8][C@H:9]([CH3:13])[C:10]([NH2:12])=[O:11])=[N:7][C:2]=1[NH:16][C:17]1[CH:18]=[C:19]2[C:24](=[CH:25][CH:26]=1)[N:23]=[CH:22][CH:21]=[CH:20]2)#[N:15]. (6) Given the reactants Br[C:2]1[N:6]([CH3:7])[N:5]=[C:4]([CH3:8])[C:3]=1[C:9]1[CH:14]=[CH:13][C:12]([F:15])=[CH:11][C:10]=1[Cl:16].[Cl-].[F:18][C:19]1[CH:26]=[C:25]([F:27])[CH:24]=[CH:23][C:20]=1[CH2:21][Zn+].Cl, predict the reaction product. The product is: [Cl:16][C:10]1[CH:11]=[C:12]([F:15])[CH:13]=[CH:14][C:9]=1[C:3]1[C:4]([CH3:8])=[N:5][N:6]([CH3:7])[C:2]=1[CH2:21][C:20]1[CH:23]=[CH:24][C:25]([F:27])=[CH:26][C:19]=1[F:18]. (7) Given the reactants CS(O[CH2:6][CH2:7][CH2:8][O:9][C:10]1[CH:15]=[CH:14][C:13]([C:16]2[N:21]=[C:20]([C:22]#[N:23])[C:19]3[N:24]=[CH:25][N:26]([CH3:27])[C:18]=3[CH:17]=2)=[CH:12][C:11]=1[C:28]([F:31])([F:30])[F:29])(=O)=O.[CH3:32][NH2:33].C(Cl)Cl.C(Cl)Cl.CO, predict the reaction product. The product is: [CH3:27][N:26]1[C:18]2[CH:17]=[C:16]([C:13]3[CH:14]=[CH:15][C:10]([O:9][CH2:8][CH2:7][CH2:6][NH:33][CH3:32])=[C:11]([C:28]([F:31])([F:29])[F:30])[CH:12]=3)[N:21]=[C:20]([C:22]#[N:23])[C:19]=2[N:24]=[CH:25]1. (8) The product is: [Cl:1][C:2]1[CH:3]=[C:4]([C@:9]2([C:24]([F:25])([F:26])[F:27])[CH2:13][C:12]([C:14]3[CH:22]=[CH:21][C:17]([C:18]([NH:40][CH:38]4[CH2:39][S:36](=[O:41])(=[O:35])[CH2:37]4)=[O:20])=[C:16]([CH3:23])[CH:15]=3)=[N:11][CH2:10]2)[CH:5]=[C:6]([Cl:8])[CH:7]=1. Given the reactants [Cl:1][C:2]1[CH:3]=[C:4]([C@:9]2([C:24]([F:27])([F:26])[F:25])[CH2:13][C:12]([C:14]3[CH:22]=[CH:21][C:17]([C:18]([OH:20])=O)=[C:16]([CH3:23])[CH:15]=3)=[N:11][CH2:10]2)[CH:5]=[C:6]([Cl:8])[CH:7]=1.FC(F)(F)C([O-])=O.[O:35]=[S:36]1(=[O:41])[CH2:39][CH:38]([NH2:40])[CH2:37]1.ON1C2C=CC=NC=2N=N1.Cl.CN(C)CCCN=C=NCC, predict the reaction product. (9) Given the reactants Cl.Cl.[NH2:3][CH2:4][CH2:5][CH2:6][CH2:7][CH2:8][CH2:9][CH2:10][CH2:11][CH2:12][N:13]1[CH2:18][CH2:17][CH:16]([N:19]([C:23]2[CH:28]=[CH:27][CH:26]=[CH:25][C:24]=2[Br:29])[C:20](=[O:22])[OH:21])[CH2:15][CH2:14]1.[CH2:30]([O:37][C:38]1[CH:43]=[CH:42][C:41]([C@@H:44]([O:47][Si:48]([C:51]([CH3:54])([CH3:53])[CH3:52])([CH3:50])[CH3:49])[CH2:45]Br)=[CH:40][C:39]=1[NH:55][S:56]([CH3:59])(=[O:58])=[O:57])[C:31]1[CH:36]=[CH:35][CH:34]=[CH:33][CH:32]=1.C(=O)([O-])O.[Na+].C(OCC)(=O)C, predict the reaction product. The product is: [NH3:3].[CH2:30]([O:37][C:38]1[CH:43]=[CH:42][C:41]([C@@H:44]([O:47][Si:48]([C:51]([CH3:52])([CH3:54])[CH3:53])([CH3:50])[CH3:49])[CH2:45][NH:3][CH2:4][CH2:5][CH2:6][CH2:7][CH2:8][CH2:9][CH2:10][CH2:11][CH2:12][N:13]2[CH2:14][CH2:15][CH:16]([N:19]([C:23]3[CH:28]=[CH:27][CH:26]=[CH:25][C:24]=3[Br:29])[C:20](=[O:21])[O-:22])[CH2:17][CH2:18]2)=[CH:40][C:39]=1[NH:55][S:56]([CH3:59])(=[O:57])=[O:58])[C:31]1[CH:36]=[CH:35][CH:34]=[CH:33][CH:32]=1. (10) Given the reactants [Cl:1][C:2]1[CH:7]=[CH:6][C:5]([C:8]2[CH:13]=[C:12]([CH3:14])[N:11]=[C:10]([N:15]3[CH:19]=[C:18](I)[N:17]=[CH:16]3)[N:9]=2)=[CH:4][C:3]=1[CH3:21].[Cl-].[Li+].C([Mg]Cl)(C)C.[CH2:29]([Sn:33](Cl)([CH2:38][CH2:39][CH2:40][CH3:41])[CH2:34][CH2:35][CH2:36][CH3:37])[CH2:30][CH2:31][CH3:32].[Cl-].[NH4+], predict the reaction product. The product is: [Cl:1][C:2]1[CH:7]=[CH:6][C:5]([C:8]2[CH:13]=[C:12]([CH3:14])[N:11]=[C:10]([N:15]3[CH:19]=[C:18]([Sn:33]([CH2:34][CH2:35][CH2:36][CH3:37])([CH2:38][CH2:39][CH2:40][CH3:41])[CH2:29][CH2:30][CH2:31][CH3:32])[N:17]=[CH:16]3)[N:9]=2)=[CH:4][C:3]=1[CH3:21].